This data is from Reaction yield outcomes from USPTO patents with 853,638 reactions. The task is: Predict the reaction yield, written as a fraction of the theoretical maximum amount of product (1.0 means a 100% yield; for example, 0.34 means a 34% yield). (1) The reactants are [CH:1](=[C:8](/[CH2:13][CH2:14][CH2:15][CH2:16][CH3:17])\[C:9](OC)=[O:10])/[C:2]1[CH:7]=[CH:6][CH:5]=[CH:4][CH:3]=1.Cl.[CH3:19][NH:20][CH3:21]. No catalyst specified. The product is [CH:1](=[C:8](/[CH2:13][CH2:14][CH2:15][CH2:16][CH3:17])\[C:9]([N:20]([CH3:21])[CH3:19])=[O:10])/[C:2]1[CH:7]=[CH:6][CH:5]=[CH:4][CH:3]=1. The yield is 0.640. (2) The catalyst is C1COCC1. The product is [Cl:17][C:14]1[CH:15]=[CH:16][C:11]([O:10][C:6]2[C:5]([F:22])=[CH:4][C:3]([CH2:1][CH2:2][OH:32])=[CH:8][C:7]=2[F:9])=[CH:12][C:13]=1[C:18]([F:19])([F:21])[F:20]. The yield is 0.920. The reactants are [CH:1]([C:3]1[CH:8]=[C:7]([F:9])[C:6]([O:10][C:11]2[CH:16]=[CH:15][C:14]([Cl:17])=[C:13]([C:18]([F:21])([F:20])[F:19])[CH:12]=2)=[C:5]([F:22])[CH:4]=1)=[CH2:2].B1C2CCCC1CCC2.[OH-:32].[Na+].OO. (3) The reactants are C[O:2][C:3]1[CH:8]=[C:7]([O:9]C)[CH:6]=[CH:5][C:4]=1[C:11](=[O:23])[CH2:12][C:13]1[CH:22]=[CH:21][C:16]([C:17]([O:19][CH3:20])=[O:18])=[CH:15][CH:14]=1.B(Br)(Br)Br.[CH2:28](Cl)Cl. No catalyst specified. The product is [OH:2][C:3]1[CH:8]=[C:7]([OH:9])[CH:6]=[CH:5][C:4]=1[C:11](=[O:23])[CH2:12][C:13]1[CH:22]=[CH:21][C:16]([C:17]([O:19][CH2:20][CH3:28])=[O:18])=[CH:15][CH:14]=1. The yield is 0.580.